From a dataset of Peptide-MHC class I binding affinity with 185,985 pairs from IEDB/IMGT. Regression. Given a peptide amino acid sequence and an MHC pseudo amino acid sequence, predict their binding affinity value. This is MHC class I binding data. (1) The peptide sequence is QYIYSEHTI. The MHC is H-2-Kd with pseudo-sequence H-2-Kd. The binding affinity (normalized) is 0.928. (2) The peptide sequence is AVAVARVAA. The MHC is HLA-B18:01 with pseudo-sequence HLA-B18:01. The binding affinity (normalized) is 0.0847. (3) The peptide sequence is WLIEPCKLL. The MHC is HLA-A02:12 with pseudo-sequence HLA-A02:12. The binding affinity (normalized) is 0.544. (4) The peptide sequence is YLPYDIFCR. The MHC is HLA-B18:01 with pseudo-sequence HLA-B18:01. The binding affinity (normalized) is 0.0847. (5) The peptide sequence is AVLQSGFRK. The MHC is HLA-B08:01 with pseudo-sequence HLA-B08:01. The binding affinity (normalized) is 0.0847. (6) The peptide sequence is RTYSDPLALR. The MHC is HLA-A31:01 with pseudo-sequence HLA-A31:01. The binding affinity (normalized) is 0. (7) The peptide sequence is YYPEDPVKL. The MHC is HLA-A02:03 with pseudo-sequence HLA-A02:03. The binding affinity (normalized) is 0.0847.